From a dataset of Forward reaction prediction with 1.9M reactions from USPTO patents (1976-2016). Predict the product of the given reaction. (1) Given the reactants CC1(C)C(C)(C)OB(C2C=C(N3[C:23]4=N[C:25]5[CH:30]=[CH:29][CH:28]=[CH:27][C:26]=5[N:22]4[C:17]4[CH:18]=[CH:19][CH:20]=[CH:21][C:16]3=4)C=CC=2)O1, predict the reaction product. The product is: [CH:28]1[C:29]2[NH:22][C:17]3[C:16](=[CH:21][CH:20]=[CH:19][CH:18]=3)[C:30]=2[CH:25]=[C:26]([N:22]2[C:17]3[CH:18]=[CH:19][CH:20]=[CH:21][C:16]=3[C:29]3[C:23]2=[CH:27][CH:26]=[CH:25][CH:30]=3)[CH:27]=1. (2) Given the reactants [CH2:1]([NH2:8])[C:2]1[CH:7]=[CH:6][CH:5]=[CH:4][CH:3]=1.[C-:9]#[N:10].[K+].S(=O)(O)[O-].[Na+].[C:17]1([CH:22]=[O:23])([CH:20]=O)[CH2:19][CH2:18]1.C(=O)(O)[O-].[Na+], predict the reaction product. The product is: [CH2:1]([NH:8][CH:20]([C:17]1([CH:22]=[O:23])[CH2:19][CH2:18]1)[C:9]#[N:10])[C:2]1[CH:7]=[CH:6][CH:5]=[CH:4][CH:3]=1.